From a dataset of Reaction yield outcomes from USPTO patents with 853,638 reactions. Predict the reaction yield, written as a fraction of the theoretical maximum amount of product (1.0 means a 100% yield; for example, 0.34 means a 34% yield). (1) The reactants are [F:1][C:2]1[CH:7]=[CH:6][C:5]([N:8]2[C:16]3[C:11](=[CH:12][C:13]([C:17]4([C:22]5[CH:27]=[CH:26][CH:25]=[CH:24][CH:23]=5)[CH2:19][CH:18]4[CH2:20][NH2:21])=[CH:14][CH:15]=3)[CH:10]=[N:9]2)=[CH:4][CH:3]=1.[F:28][C:29]([F:35])([F:34])[CH2:30][C:31](O)=[O:32]. No catalyst specified. The product is [F:28][C:29]([F:35])([F:34])[CH2:30][C:31]([NH:21][CH2:20][CH:18]1[CH2:19][C:17]1([C:13]1[CH:12]=[C:11]2[C:16](=[CH:15][CH:14]=1)[N:8]([C:5]1[CH:4]=[CH:3][C:2]([F:1])=[CH:7][CH:6]=1)[N:9]=[CH:10]2)[C:22]1[CH:23]=[CH:24][CH:25]=[CH:26][CH:27]=1)=[O:32]. The yield is 0.860. (2) The reactants are [CH3:1][C:2]1[O:6][N:5]=[C:4]([C:7]2[CH:12]=[CH:11][CH:10]=[CH:9][CH:8]=2)[C:3]=1[CH2:13][O:14][C:15]1[CH:23]=[CH:22][C:18]([C:19]([OH:21])=O)=[CH:17][N:16]=1.[NH2:24][C:25]1([C:28]#[N:29])[CH2:27][CH2:26]1. No catalyst specified. The product is [C:28]([C:25]1([NH:24][C:19](=[O:21])[C:18]2[CH:22]=[CH:23][C:15]([O:14][CH2:13][C:3]3[C:4]([C:7]4[CH:8]=[CH:9][CH:10]=[CH:11][CH:12]=4)=[N:5][O:6][C:2]=3[CH3:1])=[N:16][CH:17]=2)[CH2:27][CH2:26]1)#[N:29]. The yield is 0.510.